This data is from Full USPTO retrosynthesis dataset with 1.9M reactions from patents (1976-2016). The task is: Predict the reactants needed to synthesize the given product. (1) Given the product [NH2:25][C:26]1[CH:33]=[CH:32][C:31]([C:2]2[N:3]=[C:4]([NH:8][C:9]3[CH:14]=[CH:13][C:12]([N:15]4[CH2:20][CH2:19][N:18]([CH:21]5[CH2:24][O:23][CH2:22]5)[CH2:17][CH2:16]4)=[CH:11][CH:10]=3)[N:5]=[CH:6][N:7]=2)=[CH:30][C:27]=1[C:28]#[N:29], predict the reactants needed to synthesize it. The reactants are: Cl[C:2]1[N:7]=[CH:6][N:5]=[C:4]([NH:8][C:9]2[CH:14]=[CH:13][C:12]([N:15]3[CH2:20][CH2:19][N:18]([CH:21]4[CH2:24][O:23][CH2:22]4)[CH2:17][CH2:16]3)=[CH:11][CH:10]=2)[N:3]=1.[NH2:25][C:26]1[CH:33]=[CH:32][C:31](B2OC(C)(C)C(C)(C)O2)=[CH:30][C:27]=1[C:28]#[N:29].C(=O)([O-])[O-].[K+].[K+]. (2) Given the product [F:21][C:2]([F:1])([C:11]1[CH:16]=[CH:15][C:14]([C:17]([F:18])([F:19])[F:20])=[CH:13][CH:12]=1)[CH2:3][N:4]1[CH2:5][CH2:6][CH:7]([NH:10][C:23]2[C:24]3[CH:31]=[CH:30][NH:29][C:25]=3[N:26]=[CH:27][N:28]=2)[CH2:8][CH2:9]1, predict the reactants needed to synthesize it. The reactants are: [F:1][C:2]([F:21])([C:11]1[CH:16]=[CH:15][C:14]([C:17]([F:20])([F:19])[F:18])=[CH:13][CH:12]=1)[CH2:3][N:4]1[CH2:9][CH2:8][CH:7]([NH2:10])[CH2:6][CH2:5]1.Cl[C:23]1[C:24]2[CH:31]=[CH:30][NH:29][C:25]=2[N:26]=[CH:27][N:28]=1.